The task is: Predict the reaction yield, written as a fraction of the theoretical maximum amount of product (1.0 means a 100% yield; for example, 0.34 means a 34% yield).. This data is from Reaction yield outcomes from USPTO patents with 853,638 reactions. (1) The reactants are C[O:2][C:3]([C:5]1([C:8]2[CH:9]=[CH:10][C:11]3[O:15][CH2:14][C:13]([CH3:17])([CH3:16])[C:12]=3[CH:18]=2)[CH2:7][CH2:6]1)=[O:4].[Li+].[OH-].Cl. The catalyst is CO. The product is [CH3:16][C:13]1([CH3:17])[C:12]2[CH:18]=[C:8]([C:5]3([C:3]([OH:4])=[O:2])[CH2:6][CH2:7]3)[CH:9]=[CH:10][C:11]=2[O:15][CH2:14]1. The yield is 0.410. (2) The reactants are [CH:1]([C:4]1[N:8]([C:9]2[N:17]=[C:16]3[C:12]([N:13]=[C:14]([CH:19]=O)[N:15]3[CH3:18])=[C:11]([N:21]3[CH2:26][CH2:25][O:24][CH2:23][CH2:22]3)[N:10]=2)[C:7]2[CH:27]=[CH:28][CH:29]=[CH:30][C:6]=2[N:5]=1)([CH3:3])[CH3:2].[NH:31]1[CH2:34][CH:33]([N:35]2[CH2:40][CH2:39][CH:38]([OH:41])[CH2:37][CH2:36]2)[CH2:32]1.C(O[BH-](OC(=O)C)OC(=O)C)(=O)C.[Na+]. The catalyst is ClCCCl. The product is [CH:1]([C:4]1[N:8]([C:9]2[N:17]=[C:16]3[C:12]([N:13]=[C:14]([CH2:19][N:31]4[CH2:34][CH:33]([N:35]5[CH2:40][CH2:39][CH:38]([OH:41])[CH2:37][CH2:36]5)[CH2:32]4)[N:15]3[CH3:18])=[C:11]([N:21]3[CH2:22][CH2:23][O:24][CH2:25][CH2:26]3)[N:10]=2)[C:7]2[CH:27]=[CH:28][CH:29]=[CH:30][C:6]=2[N:5]=1)([CH3:2])[CH3:3]. The yield is 0.680. (3) The reactants are C([O-])([O-])=O.[Ca+2].[C:6]([C:9]1[CH:15]=[CH:14][C:12]([NH2:13])=[CH:11][CH:10]=1)(=[O:8])[CH3:7].[I:16]Cl. The catalyst is O.CO.CCOCC. The product is [NH2:13][C:12]1[CH:14]=[CH:15][C:9]([C:6](=[O:8])[CH3:7])=[CH:10][C:11]=1[I:16]. The yield is 0.440. (4) The catalyst is CC(O)=O. The yield is 0.900. The product is [F:1][C:2]1[CH:3]=[CH:4][CH:5]=[C:6]2[C:10]=1[NH:9][CH2:8][CH2:7]2. The reactants are [F:1][C:2]1[CH:3]=[CH:4][CH:5]=[C:6]2[C:10]=1[NH:9][CH:8]=[CH:7]2.[BH3-]C#N.[Na+].O. (5) The reactants are [CH3:1][CH:2]([NH:4][CH2:5][CH:6]([OH:19])[CH2:7][O:8][C:9]1[CH:10]=[CH:11][CH:12]=[C:13]2[CH:18]=[CH:17][CH:16]=[CH:15][C:14]=12)[CH3:3].Cl.C(N(CC)CC)C.C1CCC(N=C=NC2CCCCC2)CC1. The catalyst is CN(C1C=CN=CC=1)C.ClCCl. The product is [CH3:3][CH:2]([NH:4][CH2:5][CH:6]([OH:19])[CH2:7][O:8][C:9]1[CH:10]=[CH:11][CH:12]=[C:13]2[CH:18]=[CH:17][CH:16]=[CH:15][C:14]=12)[CH3:1]. The yield is 0.470.